This data is from CYP2C9 inhibition data for predicting drug metabolism from PubChem BioAssay. The task is: Regression/Classification. Given a drug SMILES string, predict its absorption, distribution, metabolism, or excretion properties. Task type varies by dataset: regression for continuous measurements (e.g., permeability, clearance, half-life) or binary classification for categorical outcomes (e.g., BBB penetration, CYP inhibition). Dataset: cyp2c9_veith. (1) The molecule is COCCn1c(=O)c(-c2cccc(C#N)c2)nc2cnc(Oc3ccccc3)nc21. The result is 1 (inhibitor). (2) The drug is N[C@@H](CSS(=O)(=O)[O-])C(=O)O. The result is 1 (inhibitor). (3) The compound is CC(C)(C)Cn1nc(-c2ccc(Cl)cc2)c2c(N)ncnc21. The result is 0 (non-inhibitor). (4) The result is 1 (inhibitor). The drug is CCOc1cc(CNCCc2ccc(S(N)(=O)=O)cc2)cc(Cl)c1OCc1ccccc1.Cl.